From a dataset of NCI-60 drug combinations with 297,098 pairs across 59 cell lines. Regression. Given two drug SMILES strings and cell line genomic features, predict the synergy score measuring deviation from expected non-interaction effect. (1) Drug 1: CC1C(C(=O)NC(C(=O)N2CCCC2C(=O)N(CC(=O)N(C(C(=O)O1)C(C)C)C)C)C(C)C)NC(=O)C3=C4C(=C(C=C3)C)OC5=C(C(=O)C(=C(C5=N4)C(=O)NC6C(OC(=O)C(N(C(=O)CN(C(=O)C7CCCN7C(=O)C(NC6=O)C(C)C)C)C)C(C)C)C)N)C. Drug 2: B(C(CC(C)C)NC(=O)C(CC1=CC=CC=C1)NC(=O)C2=NC=CN=C2)(O)O. Cell line: UO-31. Synergy scores: CSS=20.2, Synergy_ZIP=-2.23, Synergy_Bliss=-3.43, Synergy_Loewe=-20.8, Synergy_HSA=-3.13. (2) Drug 1: CCCCC(=O)OCC(=O)C1(CC(C2=C(C1)C(=C3C(=C2O)C(=O)C4=C(C3=O)C=CC=C4OC)O)OC5CC(C(C(O5)C)O)NC(=O)C(F)(F)F)O. Drug 2: C#CCC(CC1=CN=C2C(=N1)C(=NC(=N2)N)N)C3=CC=C(C=C3)C(=O)NC(CCC(=O)O)C(=O)O. Cell line: SR. Synergy scores: CSS=73.4, Synergy_ZIP=-2.70, Synergy_Bliss=-0.160, Synergy_Loewe=-1.19, Synergy_HSA=-0.995. (3) Drug 1: CC(C1=C(C=CC(=C1Cl)F)Cl)OC2=C(N=CC(=C2)C3=CN(N=C3)C4CCNCC4)N. Drug 2: CNC(=O)C1=CC=CC=C1SC2=CC3=C(C=C2)C(=NN3)C=CC4=CC=CC=N4. Cell line: OVCAR-8. Synergy scores: CSS=-2.58, Synergy_ZIP=8.05, Synergy_Bliss=0.0367, Synergy_Loewe=-2.88, Synergy_HSA=-1.54. (4) Drug 2: C1CN(CCN1C(=O)CCBr)C(=O)CCBr. Drug 1: C1CC(=O)NC(=O)C1N2CC3=C(C2=O)C=CC=C3N. Synergy scores: CSS=38.1, Synergy_ZIP=-2.27, Synergy_Bliss=-1.41, Synergy_Loewe=-11.3, Synergy_HSA=-0.334. Cell line: HCT116. (5) Drug 1: CC1OCC2C(O1)C(C(C(O2)OC3C4COC(=O)C4C(C5=CC6=C(C=C35)OCO6)C7=CC(=C(C(=C7)OC)O)OC)O)O. Drug 2: CC1=C(N=C(N=C1N)C(CC(=O)N)NCC(C(=O)N)N)C(=O)NC(C(C2=CN=CN2)OC3C(C(C(C(O3)CO)O)O)OC4C(C(C(C(O4)CO)O)OC(=O)N)O)C(=O)NC(C)C(C(C)C(=O)NC(C(C)O)C(=O)NCCC5=NC(=CS5)C6=NC(=CS6)C(=O)NCCC[S+](C)C)O. Cell line: CAKI-1. Synergy scores: CSS=55.5, Synergy_ZIP=-3.88, Synergy_Bliss=-0.980, Synergy_Loewe=3.89, Synergy_HSA=5.67.